From a dataset of Full USPTO retrosynthesis dataset with 1.9M reactions from patents (1976-2016). Predict the reactants needed to synthesize the given product. (1) The reactants are: [CH2:1]([Li:5])CCC.[S:6]1[CH:10]=[CH:9][N:8]=[CH:7]1.[CH3:11][C:12]1([CH3:42])[CH2:21][CH:20]=[C:19](C2C=CC(C)=CC=2)[C:18]2[CH:17]=[C:16]([C:29]#[C:30][C:31]3[CH:41]=[CH:40][C:34]([C:35]([O:37][CH2:38][CH3:39])=[O:36])=[CH:33][CH:32]=3)[CH:15]=[CH:14][C:13]1=2. Given the product [Li:5][C:1]1[S:6][CH:10]=[CH:9][N:8]=1.[CH3:42][C:12]1([CH3:11])[CH2:21][CH:20]=[C:19]([C:7]2[S:6][CH:10]=[CH:9][N:8]=2)[C:18]2[CH:17]=[C:16]([C:29]#[C:30][C:31]3[CH:32]=[CH:33][C:34]([C:35]([O:37][CH2:38][CH3:39])=[O:36])=[CH:40][CH:41]=3)[CH:15]=[CH:14][C:13]1=2, predict the reactants needed to synthesize it. (2) Given the product [Cl:24][C:20]1[CH:19]=[C:18]([C:9]2[N:10]=[C:11]([C:13]([OH:15])=[O:14])[S:12][C:8]=2[C:29]2[CH:30]=[C:31]([F:33])[CH:32]=[C:27]([C:25]#[N:26])[CH:28]=2)[CH:23]=[CH:22][CH:21]=1, predict the reactants needed to synthesize it. The reactants are: C(=O)([O-])[O-].[Na+].[Na+].Br[C:8]1[S:12][C:11]([C:13]([O:15]CC)=[O:14])=[N:10][C:9]=1[C:18]1[CH:23]=[CH:22][CH:21]=[C:20]([Cl:24])[CH:19]=1.[C:25]([C:27]1[CH:28]=[C:29](B(O)O)[CH:30]=[C:31]([F:33])[CH:32]=1)#[N:26].[Cl-].[NH4+]. (3) Given the product [NH2:23][C:18]1[CH:19]=[C:20]2[C:15](=[CH:16][CH:17]=1)[O:14][C@@H:13]([CH2:12][N:4]([CH2:3][C@H:2]([OH:1])[C:26]1[CH:27]=[N:28][CH:29]=[CH:30][CH:31]=1)[C:5](=[O:11])[O:6][C:7]([CH3:10])([CH3:9])[CH3:8])[CH2:22][CH2:21]2, predict the reactants needed to synthesize it. The reactants are: [OH:1][C@H:2]([C:26]1[CH:27]=[N:28][CH:29]=[CH:30][CH:31]=1)[CH2:3][N:4]([CH2:12][C@H:13]1[CH2:22][CH2:21][C:20]2[C:15](=[CH:16][CH:17]=[C:18]([N+:23]([O-])=O)[CH:19]=2)[O:14]1)[C:5](=[O:11])[O:6][C:7]([CH3:10])([CH3:9])[CH3:8].[BH4-].[Na+]. (4) Given the product [CH3:34][O:35][C:36]([C:38]1[CH:47]=[C:46]([CH2:48][CH2:49][C:50]2[CH:55]=[CH:54][CH:53]=[CH:52][CH:51]=2)[C:45]2[C:40](=[C:41]([NH2:56])[CH:42]=[CH:43][CH:44]=2)[N:39]=1)=[O:37], predict the reactants needed to synthesize it. The reactants are: COC(C1C=C(NS(C2C=CC(C)=CC=2)(=O)=O)C2C(=C(OCC3C=CC=CC=3)C=CC=2)N=1)=O.[CH3:34][O:35][C:36]([C:38]1[CH:47]=[C:46]([C:48]#[C:49][C:50]2[CH:55]=[CH:54][CH:53]=[CH:52][CH:51]=2)[C:45]2[C:40](=[C:41]([NH2:56])[CH:42]=[CH:43][CH:44]=2)[N:39]=1)=[O:37]. (5) Given the product [F:1][C:2]1[CH:22]=[CH:21][C:20]([C:23]([NH:25][C:26]2[CH:31]=[C:30]([CH3:32])[CH:29]=[CH:28][C:27]=2[F:33])=[O:24])=[CH:19][C:3]=1[O:4][C:5]1[CH:10]=[CH:9][N:8]=[C:7]([C:11]2[NH:15][CH:14]=[C:13]([C:16]([NH:67][CH2:68][CH2:69][NH:70][C:71](=[O:77])[O:72][C:73]([CH3:75])([CH3:74])[CH3:76])=[O:17])[CH:12]=2)[CH:6]=1, predict the reactants needed to synthesize it. The reactants are: [F:1][C:2]1[CH:22]=[CH:21][C:20]([C:23]([NH:25][C:26]2[CH:31]=[C:30]([CH3:32])[CH:29]=[CH:28][C:27]=2[F:33])=[O:24])=[CH:19][C:3]=1[O:4][C:5]1[CH:10]=[CH:9][N:8]=[C:7]([C:11]2[NH:15][CH:14]=[C:13]([C:16](O)=[O:17])[CH:12]=2)[CH:6]=1.CN(C(ON1N=NC2C=CC=NC1=2)=[N+](C)C)C.F[P-](F)(F)(F)(F)F.C(N(CC)C(C)C)(C)C.[NH2:67][CH2:68][CH2:69][NH:70][C:71](=[O:77])[O:72][C:73]([CH3:76])([CH3:75])[CH3:74]. (6) Given the product [CH3:1][C:2]1[C:3]([N+:10]([O-:12])=[O:11])=[CH:4][CH:5]=[CH:6][C:7]=1[CH:8]1[CH2:9][O:21]1, predict the reactants needed to synthesize it. The reactants are: [CH3:1][C:2]1[C:7]([CH:8]=[CH2:9])=[CH:6][CH:5]=[CH:4][C:3]=1[N+:10]([O-:12])=[O:11].C1C=C(Cl)C=C(C(OO)=[O:21])C=1. (7) Given the product [Br:18][C:13]1[C:12]2[C:16](=[CH:17][C:9]([C:6]3[CH:5]=[CH:4][C:3]([O:2][CH3:1])=[CH:8][CH:7]=3)=[CH:10][CH:11]=2)[NH:15][CH:14]=1, predict the reactants needed to synthesize it. The reactants are: [CH3:1][O:2][C:3]1[CH:8]=[CH:7][C:6]([C:9]2[CH:17]=[C:16]3[C:12]([CH:13]=[CH:14][NH:15]3)=[CH:11][CH:10]=2)=[CH:5][CH:4]=1.[Br:18]Br. (8) Given the product [I:18][C:6]1[CH:7]=[CH:8][CH:9]=[C:4]([O:3][C:2]([F:16])([F:17])[F:1])[C:5]=1[NH:10][C:11](=[O:15])[O:12][CH2:13][CH3:14], predict the reactants needed to synthesize it. The reactants are: [F:1][C:2]([F:17])([F:16])[O:3][C:4]1[CH:9]=[CH:8][CH:7]=[CH:6][C:5]=1[NH:10][C:11](=[O:15])[O:12][CH2:13][CH3:14].[I:18]I. (9) Given the product [CH:1]1([N:6]2[C:14]3[C:9](=[CH:10][C:11]([O:15][C@H:16]([C:20]4[CH:21]=[CH:22][CH:23]=[CH:24][CH:25]=4)[C@@H:17]([NH:19][S:29]([CH:26]4[CH2:28][CH2:27]4)(=[O:31])=[O:30])[CH3:18])=[CH:12][CH:13]=3)[CH:8]=[N:7]2)[CH2:2][CH2:3][CH2:4][CH2:5]1, predict the reactants needed to synthesize it. The reactants are: [CH:1]1([N:6]2[C:14]3[C:9](=[CH:10][C:11]([O:15][C@H:16]([C:20]4[CH:25]=[CH:24][CH:23]=[CH:22][CH:21]=4)[C@@H:17]([NH2:19])[CH3:18])=[CH:12][CH:13]=3)[CH:8]=[N:7]2)[CH2:5][CH2:4][CH2:3][CH2:2]1.[CH:26]1([S:29](Cl)(=[O:31])=[O:30])[CH2:28][CH2:27]1.